Task: Predict the reaction yield, written as a fraction of the theoretical maximum amount of product (1.0 means a 100% yield; for example, 0.34 means a 34% yield).. Dataset: Reaction yield outcomes from USPTO patents with 853,638 reactions (1) The reactants are [CH3:1][N:2]1[C:10]2[C:5](=[CH:6][C:7]([NH:11][C:12]([C:14]3[C:15]([C:20]4[CH:25]=[CH:24][C:23]([C:26]([F:29])([F:28])[F:27])=[CH:22][CH:21]=4)=[CH:16][CH:17]=[CH:18][CH:19]=3)=[O:13])=[CH:8][CH:9]=2)[CH:4]=[C:3]1[C:30]([O:32]CC)=[O:31].[OH-].[Na+:36]. The catalyst is C(O)C. The product is [OH2:13].[Na+:36].[CH3:1][N:2]1[C:10]2[C:5](=[CH:6][C:7]([NH:11][C:12]([C:14]3[C:15]([C:20]4[CH:25]=[CH:24][C:23]([C:26]([F:28])([F:29])[F:27])=[CH:22][CH:21]=4)=[CH:16][CH:17]=[CH:18][CH:19]=3)=[O:13])=[CH:8][CH:9]=2)[CH:4]=[C:3]1[C:30]([O-:32])=[O:31]. The yield is 0.790. (2) The reactants are [CH3:1][O:2][C:3]1[C:8]([C:9]([F:12])([F:11])[F:10])=[CH:7][CH:6]=[CH:5][N:4]=1.[Br:13]N1C(C)(C)C(=O)N(Br)C1=O.C(OC(=O)C)C.CCCCCCC. The catalyst is C(O)(C(F)(F)F)=O. The product is [Br:13][C:6]1[CH:7]=[C:8]([C:9]([F:12])([F:10])[F:11])[C:3]([O:2][CH3:1])=[N:4][CH:5]=1. The yield is 0.520. (3) The reactants are C[N:2]1CCOCC1.[C:8]1([C:14]2[NH:18][N:17]=[C:16]([C:19]([NH:21][CH2:22][C:23]([N:25]3[CH2:30][CH2:29][CH:28]([O:31][C:32]4[CH:40]=[CH:39][CH:38]=[CH:37][C:33]=4[C:34]([OH:36])=O)[CH2:27][CH2:26]3)=[O:24])=[O:20])[CH:15]=2)[CH:13]=[CH:12][CH:11]=[CH:10][CH:9]=1.ClC(OCC(C)C)=O. The catalyst is C1COCC1. The product is [C:34]([C:33]1[CH:37]=[CH:38][CH:39]=[CH:40][C:32]=1[O:31][CH:28]1[CH2:27][CH2:26][N:25]([C:23](=[O:24])[CH2:22][NH:21][C:19]([C:16]2[CH:15]=[C:14]([C:8]3[CH:13]=[CH:12][CH:11]=[CH:10][CH:9]=3)[NH:18][N:17]=2)=[O:20])[CH2:30][CH2:29]1)(=[O:36])[NH2:2]. The yield is 0.606. (4) The reactants are [C:1](=[O:4])([O-])[O-].[K+].[K+].CI.[Br:9][C:10]1[CH:19]=[C:18]2[C:13]([CH:14]=[CH:15][CH:16]=[C:17]2O)=[CH:12][CH:11]=1. The catalyst is CC(C)=O. The product is [Br:9][C:10]1[CH:19]=[C:18]2[C:13]([CH:14]=[CH:15][CH:16]=[C:17]2[O:4][CH3:1])=[CH:12][CH:11]=1. The yield is 0.880. (5) The reactants are Cl.[Br:2][C:3]1[CH:8]=[CH:7][C:6]([NH:9][NH2:10])=[CH:5][CH:4]=1.[C:11]1(=O)[O:16][C:14](=[O:15])[C:13]2=[CH:17][CH:18]=[CH:19][CH:20]=[C:12]12. The catalyst is C(O)(=O)C. The product is [Br:2][C:3]1[CH:8]=[CH:7][C:6]([NH:9][N:10]2[C:14](=[O:15])[C:13]3[C:12](=[CH:20][CH:19]=[CH:18][CH:17]=3)[C:11]2=[O:16])=[CH:5][CH:4]=1. The yield is 0.840. (6) The reactants are [O:1]1[C:6]2[CH:7]=[CH:8][CH:9]=[C:10]([CH2:11]Cl)[C:5]=2[O:4][CH2:3][CH2:2]1.[C-:13]#[N:14].[Na+].CS(C)=O. The catalyst is C(OCC)(=O)C. The product is [O:1]1[C:6]2[CH:7]=[CH:8][CH:9]=[C:10]([CH2:11][C:13]#[N:14])[C:5]=2[O:4][CH2:3][CH2:2]1. The yield is 0.680.